Task: Predict the reaction yield, written as a fraction of the theoretical maximum amount of product (1.0 means a 100% yield; for example, 0.34 means a 34% yield).. Dataset: Reaction yield outcomes from USPTO patents with 853,638 reactions (1) The reactants are [Cl:1][C:2]1[C:3]([O:9][C:10]2[CH:15]=[C:14]([O:16][CH2:17][CH2:18][O:19][CH3:20])[CH:13]=[CH:12][C:11]=2[CH2:21][CH2:22][CH2:23][OH:24])=[N:4][CH:5]=[C:6]([Cl:8])[CH:7]=1.Cl[S:26]([N:29]=[C:30]=[O:31])(=[O:28])=[O:27].N1C=CC=CC=1.[NH2:38][CH2:39][CH2:40][C:41]1[CH:46]=[CH:45][CH:44]=[CH:43][N:42]=1. The catalyst is C1(C)C=CC=CC=1.O. The product is [N:42]1[CH:43]=[CH:44][CH:45]=[CH:46][C:41]=1[CH2:40][CH2:39][NH:38][S:26]([NH:29][C:30](=[O:31])[O:24][CH2:23][CH2:22][CH2:21][C:11]1[CH:12]=[CH:13][C:14]([O:16][CH2:17][CH2:18][O:19][CH3:20])=[CH:15][C:10]=1[O:9][C:3]1[C:2]([Cl:1])=[CH:7][C:6]([Cl:8])=[CH:5][N:4]=1)(=[O:28])=[O:27]. The yield is 0.500. (2) The reactants are [OH:1][C:2]1[C:3](=[O:15])[CH:4]=[C:5]([CH:9]([OH:14])[C:10]([F:13])([F:12])[F:11])[N:6]([CH3:8])[CH:7]=1.[CH2:16]=[O:17].[OH-].[Na+].Cl. The catalyst is CO. The product is [OH:1][C:2]1[C:3](=[O:15])[CH:4]=[C:5]([CH:9]([OH:14])[C:10]([F:11])([F:12])[F:13])[N:6]([CH3:8])[C:7]=1[CH2:16][OH:17]. The yield is 0.480. (3) The reactants are I[C:2]1[CH:3]=[C:4]([N:8]2[C:16]3[C:11](=[CH:12][CH:13]=[CH:14][CH:15]=3)[C:10]([C:17]([NH2:19])=[O:18])=[N:9]2)[CH:5]=[CH:6][CH:7]=1.[S:20]1[CH:24]=[CH:23][N:22]=[C:21]1[C@:25]([OH:29])([C:27]#[CH:28])[CH3:26]. The product is [OH:29][C@:25]([C:21]1[S:20][CH:24]=[CH:23][N:22]=1)([CH3:26])[C:27]#[C:28][C:2]1[CH:3]=[C:4]([N:8]2[C:16]3[C:11](=[CH:12][CH:13]=[CH:14][CH:15]=3)[C:10]([C:17]([NH2:19])=[O:18])=[N:9]2)[CH:5]=[CH:6][CH:7]=1. The yield is 0.460. No catalyst specified.